From a dataset of Full USPTO retrosynthesis dataset with 1.9M reactions from patents (1976-2016). Predict the reactants needed to synthesize the given product. (1) Given the product [F:1][C:2]1[CH:9]=[C:8]([F:10])[CH:7]=[C:6]([F:11])[C:3]=1/[CH:4]=[N:13]/[NH2:14], predict the reactants needed to synthesize it. The reactants are: [F:1][C:2]1[CH:9]=[C:8]([F:10])[CH:7]=[C:6]([F:11])[C:3]=1[CH:4]=O.C[NH:13][NH2:14]. (2) Given the product [C:14]12([CH:28]([OH:27])[C:2]([F:9])([F:8])[C:3]([O:5][CH2:6][CH3:7])=[O:4])[CH2:15][CH:16]3[CH2:17][CH:18]([CH2:19][CH:20]([CH2:22]3)[CH2:21]1)[CH2:23]2, predict the reactants needed to synthesize it. The reactants are: Br[C:2]([F:9])([F:8])[C:3]([O:5][CH2:6][CH3:7])=[O:4].BrC(Br)C.[CH:14]12[CH2:23][CH:18]3[CH2:19][CH:20]([CH2:22][CH:16]([CH2:17]3)[CH:15]1C=O)[CH2:21]2.B(OC)(OC)[O:27][CH3:28].Cl.